Dataset: Peptide-MHC class I binding affinity with 185,985 pairs from IEDB/IMGT. Task: Regression. Given a peptide amino acid sequence and an MHC pseudo amino acid sequence, predict their binding affinity value. This is MHC class I binding data. (1) The peptide sequence is AIKPITDQF. The MHC is HLA-A11:01 with pseudo-sequence HLA-A11:01. The binding affinity (normalized) is 0. (2) The MHC is HLA-A31:01 with pseudo-sequence HLA-A31:01. The binding affinity (normalized) is 0.683. The peptide sequence is KQLCYCPASK. (3) The peptide sequence is YRQQNPIPVGN. The MHC is Mamu-B08 with pseudo-sequence Mamu-B08. The binding affinity (normalized) is 0.0261. (4) The peptide sequence is RKAGVNQAK. The MHC is HLA-A69:01 with pseudo-sequence HLA-A69:01. The binding affinity (normalized) is 0.0847. (5) The peptide sequence is ERPIFPHPSKPTFLP. The MHC is HLA-B08:01 with pseudo-sequence HLA-B08:01. The binding affinity (normalized) is 0.152. (6) The peptide sequence is DFYDFAVSK. The MHC is HLA-A33:01 with pseudo-sequence HLA-A33:01. The binding affinity (normalized) is 0.793. (7) The MHC is HLA-B58:01 with pseudo-sequence HLA-B58:01. The binding affinity (normalized) is 0.0847. The peptide sequence is LEYGANYFL. (8) The peptide sequence is YLYNKYSFKL. The MHC is HLA-A02:02 with pseudo-sequence HLA-A02:02. The binding affinity (normalized) is 1.00.